Dataset: Catalyst prediction with 721,799 reactions and 888 catalyst types from USPTO. Task: Predict which catalyst facilitates the given reaction. (1) Reactant: Br[CH2:2][CH2:3][P:4]([CH2:7][CH2:8][P:9]([O:18][CH2:19][CH3:20])([CH2:11][CH2:12][C:13]([O:15][CH2:16][CH3:17])=[O:14])=[O:10])(=[O:6])[OH:5].[CH3:21][CH2:22][O:23][C:24]([S-:26])=[S:25].[K+].OP(O)(O)=O. Product: [CH2:19]([O:18][P:9]([CH2:8][CH2:7][P:4]([CH2:3][CH2:2][S:26][C:24]([O:23][CH2:22][CH3:21])=[S:25])(=[O:6])[OH:5])([CH2:11][CH2:12][C:13]([O:15][CH2:16][CH3:17])=[O:14])=[O:10])[CH3:20]. The catalyst class is: 8. (2) Reactant: CN(CCN(C)C)C.F.[C:10]([O:13][C@@H:14]1[C@@H:18]([CH2:19][O:20][Si](OC(C2C=CC=CC=2)C2C=CC=CC=2)(O[Si](C)(C)C)O[Si](C)(C)C)[O:17][C@@H:16]([N:46]2[CH:53]=[CH:52][C:50](=[O:51])[NH:49][C:47]2=[O:48])[CH2:15]1)(=[O:12])[CH3:11]. Product: [C:10]([O:13][C@@H:14]1[C@@H:18]([CH2:19][OH:20])[O:17][C@@H:16]([N:46]2[CH:53]=[CH:52][C:50](=[O:51])[NH:49][C:47]2=[O:48])[CH2:15]1)(=[O:12])[CH3:11]. The catalyst class is: 10. (3) Reactant: C(OC([N:8]1[CH2:12][CH2:11][CH2:10][CH:9]1[C:13]1[CH:18]=[CH:17][C:16]([C:19]2[CH:20]=[C:21]3[C:25](=[CH:26][C:27]=2[Cl:28])[NH:24][CH:23]=[C:22]3[C:29]([OH:31])=[O:30])=[CH:15][CH:14]=1)=O)(C)(C)C.Cl. Product: [Cl:28][C:27]1[CH:26]=[C:25]2[C:21]([C:22]([C:29]([OH:31])=[O:30])=[CH:23][NH:24]2)=[CH:20][C:19]=1[C:16]1[CH:15]=[CH:14][C:13]([CH:9]2[CH2:10][CH2:11][CH2:12][NH:8]2)=[CH:18][CH:17]=1. The catalyst class is: 13. (4) Reactant: [C:9](O[C:9]([O:11][C:12]([CH3:15])([CH3:14])[CH3:13])=[O:10])([O:11][C:12]([CH3:15])([CH3:14])[CH3:13])=[O:10].[NH2:16][C:17]1[CH:22]=[CH:21][C:20]([CH2:23][CH2:24][OH:25])=[CH:19][CH:18]=1.O1CCOCC1.[OH-].[Na+]. Product: [C:12]([O:11][C:9]([NH:16][C:17]1[CH:22]=[CH:21][C:20]([CH2:23][CH2:24][OH:25])=[CH:19][CH:18]=1)=[O:10])([CH3:13])([CH3:14])[CH3:15]. The catalyst class is: 280. (5) Reactant: Br[C:2]1[CH:3]=[C:4]2[C:8](=[CH:9][C:10]=1[Cl:11])[NH:7][N:6]=[C:5]2[C:12]([OH:14])=[O:13].[OH:15][CH2:16][C:17]1[CH:22]=[CH:21][C:20](B(O)O)=[CH:19][CH:18]=1.C(=O)([O-])[O-].[K+].[K+]. Product: [Cl:11][C:10]1[CH:9]=[C:8]2[C:4]([C:5]([C:12]([OH:14])=[O:13])=[N:6][NH:7]2)=[CH:3][C:2]=1[C:20]1[CH:21]=[CH:22][C:17]([CH2:16][OH:15])=[CH:18][CH:19]=1. The catalyst class is: 780. (6) The catalyst class is: 333. Reactant: O.P([O-])([O-])([O-])=O.[K+].[K+].[K+].[CH3:10][C:11]1[CH:16]=[C:15](B(O)O)[CH:14]=[CH:13][N:12]=1.Br[C:21]1[CH:22]=[C:23]([CH:28]([CH3:45])[C:29]([NH:31][C:32]2[CH:37]=[CH:36][C:35]([C:38]3[CH:43]=[CH:42][N:41]=[C:40]([CH3:44])[CH:39]=3)=[CH:34][CH:33]=2)=[O:30])[CH:24]=[C:25]([CH3:27])[CH:26]=1. Product: [CH3:27][C:25]1[CH:24]=[C:23]([CH:28]([CH3:45])[C:29]([NH:31][C:32]2[CH:37]=[CH:36][C:35]([C:38]3[CH:43]=[CH:42][N:41]=[C:40]([CH3:44])[CH:39]=3)=[CH:34][CH:33]=2)=[O:30])[CH:22]=[C:21]([C:15]2[CH:14]=[CH:13][N:12]=[C:11]([CH3:10])[CH:16]=2)[CH:26]=1. (7) Reactant: [F:1][C:2]1[CH:7]=[C:6]([I:8])[CH:5]=[CH:4][C:3]=1[NH:9][C:10]1[C:11]([C:19]([OH:21])=O)=[N:12][N:13]([CH3:18])[C:14](=[O:17])[C:15]=1[CH3:16].C1C=CC2N(O)N=NC=2C=1.CCN=C=NCCCN(C)C.Cl.[CH:44]([O:46][CH2:47][CH2:48][O:49][NH2:50])=[CH2:45]. Product: [F:1][C:2]1[CH:7]=[C:6]([I:8])[CH:5]=[CH:4][C:3]=1[NH:9][C:10]1[C:11]([C:19]([NH:50][O:49][CH2:48][CH2:47][O:46][CH:44]=[CH2:45])=[O:21])=[N:12][N:13]([CH3:18])[C:14](=[O:17])[C:15]=1[CH3:16]. The catalyst class is: 31.